This data is from Full USPTO retrosynthesis dataset with 1.9M reactions from patents (1976-2016). The task is: Predict the reactants needed to synthesize the given product. (1) Given the product [C:17]([C:14]1[CH:15]=[CH:16][C:11]([C:9]2[O:8][N:7]=[C:6]([C:4]([OH:5])=[O:3])[CH:10]=2)=[CH:12][C:13]=1[F:19])#[N:18], predict the reactants needed to synthesize it. The reactants are: C([O:3][C:4]([C:6]1[CH:10]=[C:9]([C:11]2[CH:16]=[CH:15][C:14]([C:17]#[N:18])=[C:13]([F:19])[CH:12]=2)[O:8][N:7]=1)=[O:5])C.[OH-].[Na+]. (2) Given the product [C:7]([C:6]1[S:5][C:4]2[CH:10]=[C:11]([F:14])[CH:12]=[CH:13][C:3]=2[C:2]=1[NH2:1])(=[O:9])/[CH:8]=[CH:16]/[C:17]1[CH:27]=[CH:26][CH:25]=[CH:24][CH:18]=1, predict the reactants needed to synthesize it. The reactants are: [NH2:1][C:2]1[C:3]2[CH:13]=[CH:12][C:11]([F:14])=[CH:10][C:4]=2[S:5][C:6]=1[C:7](=[O:9])[CH3:8].N[C:16]1[C:17]2[CH:27]=[CH:26][CH:25]=[CH:24][C:18]=2SC=1C(=O)C. (3) Given the product [CH2:1]([O:3][C:4]([CH:5]1[C:6]([CH3:7])=[N:8][N:22]=[C:10]1[C:11]1[C:16]([F:17])=[CH:15][CH:14]=[CH:13][C:12]=1[Cl:18])=[O:20])[CH3:2], predict the reactants needed to synthesize it. The reactants are: [CH2:1]([O:3][C:4](=[O:20])[C:5]([C:10](=O)[C:11]1[C:16]([F:17])=[CH:15][CH:14]=[CH:13][C:12]=1[Cl:18])=[C:6]([NH:8]C)[CH3:7])[CH3:2].O.[NH2:22]N. (4) Given the product [F:18][CH:16]([F:17])[O:15][CH2:14][CH2:13][C@H:2]([NH:1][C:21]([O:20][CH3:19])=[O:22])[C:3]([O:5][CH2:6][C:7]1[CH:12]=[CH:11][CH:10]=[CH:9][CH:8]=1)=[O:4], predict the reactants needed to synthesize it. The reactants are: [NH2:1][C@@H:2]([CH2:13][CH2:14][O:15][CH:16]([F:18])[F:17])[C:3]([O:5][CH2:6][C:7]1[CH:12]=[CH:11][CH:10]=[CH:9][CH:8]=1)=[O:4].[CH3:19][O:20][C:21](Cl)=[O:22]. (5) The reactants are: [F:1][C:2]1[CH:23]=[CH:22][C:5]2[N:6]=[C:7]3[C@@H:11]([CH2:12][C:13]4[CH:18]=[CH:17][C:16]([O:19][CH3:20])=[CH:15][CH:14]=4)[NH:10][C:9](=[O:21])[N:8]3[C:4]=2[CH:3]=1.FC1C=CC2N3C(=O)N[C@H](CC4C=CC(OC)=CC=4)C3=NC=2C=1.Cl.[NH2:48][C:49]12[CH2:56][CH2:55][C:52]([OH:57])([CH2:53][CH2:54]1)[CH2:51][CH2:50]2.C(O)(C(F)(F)F)=O. Given the product [F:1][C:2]1[CH:23]=[CH:22][C:5]2[N:6]=[C:7]([C@H:11]([NH:10][C:9]([NH:48][C:49]34[CH2:56][CH2:55][C:52]([OH:57])([CH2:53][CH2:54]3)[CH2:51][CH2:50]4)=[O:21])[CH2:12][C:13]3[CH:18]=[CH:17][C:16]([O:19][CH3:20])=[CH:15][CH:14]=3)[NH:8][C:4]=2[CH:3]=1, predict the reactants needed to synthesize it. (6) The reactants are: [NH:1]1[CH2:4][CH:3]([CH2:5][CH2:6][N:7]([S:31]([CH3:34])(=[O:33])=[O:32])[C:8]2[C:9]([CH:28]3[CH2:30][CH2:29]3)=[CH:10][C:11]3[C:15]([CH:16]=2)=[N:14][N:13]([C:17]2[CH:22]=[CH:21][C:20]([Cl:23])=[CH:19][CH:18]=2)[C:12]=3[C:24]([NH:26][CH3:27])=[O:25])[CH2:2]1.[C:35](OC(=O)C)(=[O:37])[CH3:36].N1C=CC=CC=1. Given the product [C:35]([N:1]1[CH2:4][CH:3]([CH2:5][CH2:6][N:7]([S:31]([CH3:34])(=[O:33])=[O:32])[C:8]2[C:9]([CH:28]3[CH2:29][CH2:30]3)=[CH:10][C:11]3[C:15]([CH:16]=2)=[N:14][N:13]([C:17]2[CH:18]=[CH:19][C:20]([Cl:23])=[CH:21][CH:22]=2)[C:12]=3[C:24]([NH:26][CH3:27])=[O:25])[CH2:2]1)(=[O:37])[CH3:36], predict the reactants needed to synthesize it. (7) Given the product [Br:1][C:2]1[CH:3]=[C:4]([CH3:10])[N:5]=[C:6]([C:19]#[N:20])[C:7]=1[CH3:8], predict the reactants needed to synthesize it. The reactants are: [Br:1][C:2]1[C:7]([CH3:8])=[CH:6][N+:5]([O-])=[C:4]([CH3:10])[CH:3]=1.C(OP([C:19]#[N:20])(OCC)=O)C.C(N(CC)CC)C. (8) Given the product [C:1]([O:4][C@H:5]([CH3:29])[CH2:6][CH2:7][CH2:8][CH2:9][N:10]1[C:19](=[O:20])[C:18]2[NH:17][CH:16]=[N:15][C:14]=2[N:13]([CH3:28])[C:11]1=[O:12])(=[O:3])[CH3:2], predict the reactants needed to synthesize it. The reactants are: [C:1]([O:4][C@H:5]([CH3:29])[CH2:6][CH2:7][CH2:8][CH2:9][N:10]1[C:19](=[O:20])[C:18]2[N:17](CC3C=CC=CC=3)[CH:16]=[N:15][C:14]=2[N:13]([CH3:28])[C:11]1=[O:12])(=[O:3])[CH3:2].[H][H].